Dataset: Forward reaction prediction with 1.9M reactions from USPTO patents (1976-2016). Task: Predict the product of the given reaction. Given the reactants [NH2:1][C:2]1[C:11]([F:12])=[C:10]([N:13]2[CH2:17][CH2:16][C@@H:15]([CH:18]([NH2:24])C3SC=CN=3)[CH2:14]2)[C:9]([F:25])=[C:8]2[C:3]=1[C:4](=[O:33])[C:5]([C:30]([OH:32])=[O:31])=[CH:6][N:7]2[C@@H:26]1[CH2:28][C@@H:27]1[F:29].C(#N)C.NC1C(F)=C(F)C(F)=[C:44]2[C:39]=1[C:40](=O)[C:41](C(O)=O)=[CH:42][N:43]2[C@@H]1C[C@@H]1F, predict the reaction product. The product is: [NH2:1][C:2]1[C:11]([F:12])=[C:10]([N:13]2[CH2:17][CH2:16][C@@H:15]([CH:18]([NH2:24])[C:41]3[CH:42]=[N:43][CH:44]=[CH:39][CH:40]=3)[CH2:14]2)[C:9]([F:25])=[C:8]2[C:3]=1[C:4](=[O:33])[C:5]([C:30]([OH:32])=[O:31])=[CH:6][N:7]2[C@@H:26]1[CH2:28][C@@H:27]1[F:29].